This data is from Catalyst prediction with 721,799 reactions and 888 catalyst types from USPTO. The task is: Predict which catalyst facilitates the given reaction. (1) Reactant: F[C:2]1[CH:7]=[CH:6][C:5]([C:8](=[O:10])[CH3:9])=[CH:4][CH:3]=1.[CH2:11]([O:13][C:14](=[O:22])[CH2:15][CH:16]1[CH2:21][CH2:20][NH:19][CH2:18][CH2:17]1)[CH3:12].CS(C)=O. Product: [CH2:11]([O:13][C:14](=[O:22])[CH2:15][CH:16]1[CH2:21][CH2:20][N:19]([C:2]2[CH:7]=[CH:6][C:5]([C:8](=[O:10])[CH3:9])=[CH:4][CH:3]=2)[CH2:18][CH2:17]1)[CH3:12]. The catalyst class is: 28. (2) Reactant: [C:1](N1C=CN=C1)([N:3]1C=CN=C1)=O.[Cl:13][C:14]1[CH:15]=[CH:16][C:17](F)=[C:18]([C:20]2[N:21]=[C:22]([NH:30][C:31]3[C:36]([C:37](O)=[O:38])=[CH:35][N:34]=[CH:33][CH:32]=3)[C:23]3[CH:29]=[CH:28][CH:27]=[N:26][C:24]=3[N:25]=2)[CH:19]=1.[CH3:41][NH2:42]. Product: [Cl:13][C:14]1[CH:15]=[CH:16][C:17]([NH:42][CH3:41])=[C:18]([C:20]2[N:21]=[C:22]([NH:30][C:31]3[C:36]([C:37]([NH:3][CH3:1])=[O:38])=[CH:35][N:34]=[CH:33][CH:32]=3)[C:23]3[CH:29]=[CH:28][CH:27]=[N:26][C:24]=3[N:25]=2)[CH:19]=1. The catalyst class is: 3. (3) Reactant: [ClH:1].C(OCC)C.[CH3:7][N:8]([CH3:29])[C:9]1[N:10]=[C:11]([NH:25][CH2:26][CH2:27][CH3:28])[C:12]2[N:18]=[C:17]([NH:19][CH3:20])[N:16]=[C:15]([NH:21][CH2:22][CH2:23][CH3:24])[C:13]=2[N:14]=1. Product: [ClH:1].[CH3:29][N:8]([CH3:7])[C:9]1[N:10]=[C:11]([NH:25][CH2:26][CH2:27][CH3:28])[C:12]2[N:18]=[C:17]([NH:19][CH3:20])[N:16]=[C:15]([NH:21][CH2:22][CH2:23][CH3:24])[C:13]=2[N:14]=1. The catalyst class is: 5.